From a dataset of Reaction yield outcomes from USPTO patents with 853,638 reactions. Predict the reaction yield, written as a fraction of the theoretical maximum amount of product (1.0 means a 100% yield; for example, 0.34 means a 34% yield). (1) The reactants are [Cl-].O[NH3+:3].[C:4](=[O:7])([O-])[OH:5].[Na+].CS(C)=O.[CH2:13]([C:17]1[N:22]2[N:23]=[CH:24][CH:25]=[C:21]2[N:20]([C@H:26]2[CH2:31][CH2:30][C@H:29]([O:32][CH2:33][CH:34]([OH:36])[CH3:35])[CH2:28][CH2:27]2)[C:19](=[O:37])[C:18]=1[CH2:38][C:39]1[CH:44]=[CH:43][C:42]([C:45]2[C:46]([C:51]#[N:52])=[CH:47][CH:48]=[CH:49][CH:50]=2)=[CH:41][CH:40]=1)[CH2:14][CH2:15][CH3:16]. The catalyst is C(OCC)(=O)C. The product is [CH2:13]([C:17]1[N:22]2[N:23]=[CH:24][CH:25]=[C:21]2[N:20]([C@H:26]2[CH2:31][CH2:30][C@H:29]([O:32][CH2:33][CH:34]([OH:36])[CH3:35])[CH2:28][CH2:27]2)[C:19](=[O:37])[C:18]=1[CH2:38][C:39]1[CH:40]=[CH:41][C:42]([C:45]2[CH:50]=[CH:49][CH:48]=[CH:47][C:46]=2[C:51]2[NH:3][C:4](=[O:7])[O:5][N:52]=2)=[CH:43][CH:44]=1)[CH2:14][CH2:15][CH3:16]. The yield is 0.700. (2) The reactants are [CH3:1][O-].[Na+].[N:4]#[C:5][NH2:6].[N:7]([C:10]1[CH:15]=[CH:14][C:13]([S:16]([CH3:19])(=[O:18])=[O:17])=[CH:12][CH:11]=1)=[C:8]=[S:9].IC. No catalyst specified. The product is [C:5](/[N:6]=[C:8](\[S:9][CH3:1])/[NH:7][C:10]1[CH:11]=[CH:12][C:13]([S:16]([CH3:19])(=[O:18])=[O:17])=[CH:14][CH:15]=1)#[N:4]. The yield is 0.510. (3) The reactants are [CH2:1]([N:4]([CH2:27][CH2:28][C:29]([O:31][CH2:32][CH3:33])=[O:30])[C:5]([C:7]1[CH:26]=[CH:25][C:10]2[N:11]([CH3:24])[C:12]([CH2:14][NH:15][C:16]3[CH:21]=[CH:20][C:19]([C:22]#[N:23])=[CH:18][CH:17]=3)=[N:13][C:9]=2[CH:8]=1)=[O:6])[C:2]#[CH:3].[ClH:34].C(O)C.C(=O)([O-])[O-].[NH4+:42].[NH4+]. The catalyst is ClCCl.C(O)C. The product is [ClH:34].[CH2:1]([N:4]([CH2:27][CH2:28][C:29]([O:31][CH2:32][CH3:33])=[O:30])[C:5]([C:7]1[CH:26]=[CH:25][C:10]2[N:11]([CH3:24])[C:12]([CH2:14][NH:15][C:16]3[CH:21]=[CH:20][C:19]([C:22](=[NH:42])[NH2:23])=[CH:18][CH:17]=3)=[N:13][C:9]=2[CH:8]=1)=[O:6])[C:2]#[CH:3]. The yield is 0.810. (4) The reactants are Br[C:2]1[CH:3]=[C:4]2[C:10]([CH:11]([O:15][CH2:16][CH3:17])[O:12][CH2:13][CH3:14])=[N:9][N:8]([C:18]([O:20][C:21]([CH3:24])([CH3:23])[CH3:22])=[O:19])[C:5]2=[CH:6][N:7]=1.[CH3:25][N:26]([CH2:28][C:29]1[CH:30]=[C:31](B(O)O)[CH:32]=[N:33][CH:34]=1)[CH3:27].C([O-])([O-])=O.[K+].[K+].CCOC(C)=O. The catalyst is O1CCOCC1.O.C1C=CC(P(C2C=CC=CC=2)[C-]2C=CC=C2)=CC=1.C1C=CC(P(C2C=CC=CC=2)[C-]2C=CC=C2)=CC=1.Cl[Pd]Cl.[Fe+2]. The product is [CH2:13]([O:12][CH:11]([O:15][CH2:16][CH3:17])[C:10]1[C:4]2[C:5](=[CH:6][N:7]=[C:2]([C:31]3[CH:32]=[N:33][CH:34]=[C:29]([CH2:28][N:26]([CH3:27])[CH3:25])[CH:30]=3)[CH:3]=2)[N:8]([C:18]([O:20][C:21]([CH3:24])([CH3:23])[CH3:22])=[O:19])[N:9]=1)[CH3:14]. The yield is 0.246.